Predict which catalyst facilitates the given reaction. From a dataset of Catalyst prediction with 721,799 reactions and 888 catalyst types from USPTO. (1) Reactant: Br[Zn][CH:3]([C:5]1[CH:10]=[CH:9][CH:8]=[CH:7][CH:6]=1)[CH3:4].[C:11]([C:15]1[N:20]=[C:19](Cl)[C:18]([C:22]#[N:23])=[CH:17][CH:16]=1)([CH3:14])([CH3:13])[CH3:12]. Product: [C:11]([C:15]1[N:20]=[C:19]([CH:3]([C:5]2[CH:10]=[CH:9][CH:8]=[CH:7][CH:6]=2)[CH3:4])[C:18]([C:22]#[N:23])=[CH:17][CH:16]=1)([CH3:14])([CH3:13])[CH3:12]. The catalyst class is: 140. (2) Reactant: [CH3:1][O:2][C:3]([C:5]1[C@H:6]([C:26]2[CH:31]=[CH:30][C:29]([F:32])=[CH:28][C:27]=2[Cl:33])[N:7]=[C:8]([C:21]2[S:22][CH:23]=[CH:24][N:25]=2)[NH:9][C:10]=1[CH2:11][N:12]1[CH:17]2[CH2:18][NH:19][CH2:20][CH:13]1[CH2:14][O:15][CH2:16]2)=[O:4].C(N(CC)CC)C.[C:41](Cl)(=[O:43])[CH3:42]. Product: [CH3:1][O:2][C:3]([C:5]1[C@H:6]([C:26]2[CH:31]=[CH:30][C:29]([F:32])=[CH:28][C:27]=2[Cl:33])[N:7]=[C:8]([C:21]2[S:22][CH:23]=[CH:24][N:25]=2)[NH:9][C:10]=1[CH2:11][N:12]1[CH:13]2[CH2:20][N:19]([C:41](=[O:43])[CH3:42])[CH2:18][CH:17]1[CH2:16][O:15][CH2:14]2)=[O:4]. The catalyst class is: 2. (3) Reactant: [CH3:1][C:2]([CH3:57])([CH2:10][C:11]([O:13][C@H:14]1[CH2:31][CH2:30][C@@:29]2([CH3:32])[C@@H:16]([CH2:17][CH2:18][C@:19]3([CH3:54])[C@@H:28]2[CH2:27][CH2:26][C@H:25]2[C@@:20]3([CH3:53])[CH2:21][CH2:22][C@@:23]3(/[CH:39]=[CH:40]/[C:41]([NH:43][C@H:44]([C:46]4[CH:51]=[CH:50][CH:49]=[C:48]([Cl:52])[CH:47]=4)[CH3:45])=[O:42])[CH2:35][CH2:34][C:33]([CH:36]([CH3:38])[CH3:37])=[C:24]32)[C:15]1([CH3:56])[CH3:55])=[O:12])[C:3]([O:5]C(C)(C)C)=[O:4].C(O)(C(F)(F)F)=O. Product: [Cl:52][C:48]1[CH:47]=[C:46]([C@@H:44]([NH:43][C:41](=[O:42])/[CH:40]=[CH:39]/[C@:23]23[CH2:35][CH2:34][C:33]([CH:36]([CH3:38])[CH3:37])=[C:24]2[C@@H:25]2[C@@:20]([CH3:53])([CH2:21][CH2:22]3)[C@@:19]3([CH3:54])[C@@H:28]([C@:29]4([CH3:32])[C@@H:16]([CH2:17][CH2:18]3)[C:15]([CH3:55])([CH3:56])[C@@H:14]([O:13][C:11](=[O:12])[CH2:10][C:2]([CH3:1])([CH3:57])[C:3]([OH:5])=[O:4])[CH2:31][CH2:30]4)[CH2:27][CH2:26]2)[CH3:45])[CH:51]=[CH:50][CH:49]=1. The catalyst class is: 2. (4) Reactant: Cl.[Cl:2][C:3]1[N:4]=[N:5][C:6]([O:9][CH2:10][CH:11]2[CH2:16][CH2:15][NH:14][CH2:13][CH2:12]2)=[CH:7][CH:8]=1.[CH3:17][C:18]1([CH3:21])[CH2:20][O:19]1.C([O-])([O-])=O.[K+].[K+]. Product: [Cl:2][C:3]1[N:4]=[N:5][C:6]([O:9][CH2:10][CH:11]2[CH2:16][CH2:15][N:14]([CH2:17][C:18]([CH3:21])([OH:19])[CH3:20])[CH2:13][CH2:12]2)=[CH:7][CH:8]=1. The catalyst class is: 14. (5) Reactant: [C:1]([O:5][C:6](=[O:31])[NH:7][CH:8]1[CH2:13][CH2:12][CH:11]([NH:14][C:15]2[C:16]3[N:17]([C:21]([C:24]4[CH:29]=[CH:28][CH:27]=[C:26](Br)[N:25]=4)=[CH:22][N:23]=3)[CH:18]=[CH:19][N:20]=2)[CH2:10][CH2:9]1)([CH3:4])([CH3:3])[CH3:2].[S:32]1[CH:36]=[CH:35][CH:34]=[C:33]1NC.[CH3:39][N:40](C1C(C2C(P(C3CCCCC3)C3CCCCC3)=CC=CC=2)=CC=CC=1)C.CC([O-])(C)C.[Na+]. Product: [C:1]([O:5][C:6](=[O:31])[NH:7][CH:8]1[CH2:13][CH2:12][CH:11]([NH:14][C:15]2[C:16]3[N:17]([C:21]([C:24]4[CH:29]=[CH:28][CH:27]=[C:26]([NH:40][CH2:39][C:33]5[S:32][CH:36]=[CH:35][CH:34]=5)[N:25]=4)=[CH:22][N:23]=3)[CH:18]=[CH:19][N:20]=2)[CH2:10][CH2:9]1)([CH3:4])([CH3:3])[CH3:2]. The catalyst class is: 62. (6) Reactant: Br[C:2]1[N:3]=[C:4]([C:23]2[O:24][C:25]([C:28]3[CH:33]=[CH:32][CH:31]=[CH:30][CH:29]=3)=[N:26][N:27]=2)[C:5]([N:8]([C:16]([O:18][C:19]([CH3:22])([CH3:21])[CH3:20])=[O:17])[C:9](=[O:15])[O:10][C:11]([CH3:14])([CH3:13])[CH3:12])=[N:6][CH:7]=1.[CH2:34]1[C:38]2([CH2:42][CH2:41][NH:40][CH2:39]2)[CH2:37][N:36]([C:43]([O:45][C:46]([CH3:49])([CH3:48])[CH3:47])=[O:44])[CH2:35]1.CCN(C(C)C)C(C)C. Product: [C:11]([O:10][C:9]([N:8]([C:16]([O:18][C:19]([CH3:22])([CH3:21])[CH3:20])=[O:17])[C:5]1[N:6]=[CH:7][C:2]([N:40]2[CH2:41][CH2:42][C:38]3([CH2:34][CH2:35][N:36]([C:43]([O:45][C:46]([CH3:47])([CH3:48])[CH3:49])=[O:44])[CH2:37]3)[CH2:39]2)=[N:3][C:4]=1[C:23]1[O:24][C:25]([C:28]2[CH:33]=[CH:32][CH:31]=[CH:30][CH:29]=2)=[N:26][N:27]=1)=[O:15])([CH3:14])([CH3:13])[CH3:12]. The catalyst class is: 31.